Dataset: Forward reaction prediction with 1.9M reactions from USPTO patents (1976-2016). Task: Predict the product of the given reaction. (1) Given the reactants [Cl:1][C:2]1[N:7]=[N:6][C:5](Cl)=[C:4]2[CH:9]=[N:10][CH:11]=[CH:12][C:3]=12.[CH3:13][C@H:14]1[CH2:19][NH:18][CH2:17][CH2:16][NH:15]1, predict the reaction product. The product is: [Cl:1][C:2]1[N:7]=[N:6][C:5]([N:18]2[CH2:17][CH2:16][NH:15][C@@H:14]([CH3:13])[CH2:19]2)=[C:4]2[CH:9]=[N:10][CH:11]=[CH:12][C:3]=12. (2) Given the reactants [Si:1]([O:8][C:9]1[CH:14]=[CH:13][C:12]([CH2:15]O)=[C:11]([Cl:17])[CH:10]=1)([C:4]([CH3:7])([CH3:6])[CH3:5])([CH3:3])[CH3:2].C(N(CC)CC)C.CS([Cl:29])(=O)=O, predict the reaction product. The product is: [C:4]([Si:1]([O:8][C:9]1[CH:14]=[CH:13][C:12]([CH2:15][Cl:29])=[C:11]([Cl:17])[CH:10]=1)([CH3:3])[CH3:2])([CH3:7])([CH3:6])[CH3:5]. (3) Given the reactants C(N(CC)CC)C.[C:8]([NH:11][NH2:12])(=[O:10])[CH3:9].[CH2:13]([NH:15][C:16](=[O:42])[NH:17][C:18]1[N:23]=[CH:22][C:21]([C:24]2[CH:25]=[N:26][CH:27]=[C:28]([C:30](O)=O)[CH:29]=2)=[C:20]([C:33]2[S:34][CH:35]=[C:36]([C:38]([F:41])([F:40])[F:39])[N:37]=2)[CH:19]=1)[CH3:14].CN(C(ON1N=NC2C=CC=NC1=2)=[N+](C)C)C.F[P-](F)(F)(F)(F)F.C1(P(C2C=CC=CC=2)C2C=CC=CC=2)C=CC=CC=1.C(Cl)(Cl)(Cl)Cl, predict the reaction product. The product is: [CH2:13]([NH:15][C:16]([NH:17][C:18]1[N:23]=[CH:22][C:21]([C:24]2[CH:25]=[N:26][CH:27]=[C:28]([C:30]3[O:10][C:8]([CH3:9])=[N:11][N:12]=3)[CH:29]=2)=[C:20]([C:33]2[S:34][CH:35]=[C:36]([C:38]([F:39])([F:41])[F:40])[N:37]=2)[CH:19]=1)=[O:42])[CH3:14]. (4) Given the reactants [CH2:1]([O:8][C:9]([NH:11][CH:12]([CH2:16][C:17]1[CH:22]=[CH:21][C:20]([N+:23]([O-:25])=[O:24])=[CH:19][CH:18]=1)[C:13]([OH:15])=[O:14])=[O:10])[C:2]1[CH:7]=[CH:6][CH:5]=[CH:4][CH:3]=1.C(=O)([O-])[O-].[K+].[K+].Br[CH2:33][CH2:34][CH2:35][CH2:36][CH2:37][CH2:38][CH2:39][CH2:40][CH2:41][CH2:42][CH2:43][CH2:44][CH2:45][CH2:46][CH2:47][CH2:48][CH2:49][CH3:50].Cl, predict the reaction product. The product is: [CH2:50]([O:14][C:13](=[O:15])[CH:12]([NH:11][C:9]([O:8][CH2:1][C:2]1[CH:3]=[CH:4][CH:5]=[CH:6][CH:7]=1)=[O:10])[CH2:16][C:17]1[CH:18]=[CH:19][C:20]([N+:23]([O-:25])=[O:24])=[CH:21][CH:22]=1)[CH2:49][CH2:48][CH2:47][CH2:46][CH2:45][CH2:44][CH2:43][CH2:42][CH2:41][CH2:40][CH2:39][CH2:38][CH2:37][CH2:36][CH2:35][CH2:34][CH3:33]. (5) Given the reactants [Br:1][C:2]1[C:7]([OH:8])=[CH:6][CH:5]=[CH:4][N:3]=1.Cl[C:10]([F:15])([F:14])C([O-])=O.[Na+].C(=O)([O-])[O-].[Cs+].[Cs+], predict the reaction product. The product is: [Br:1][C:2]1[C:7]([O:8][CH:10]([F:15])[F:14])=[CH:6][CH:5]=[CH:4][N:3]=1.